Dataset: Full USPTO retrosynthesis dataset with 1.9M reactions from patents (1976-2016). Task: Predict the reactants needed to synthesize the given product. (1) Given the product [F:14][C:15]([F:28])([F:27])[S:16]([O:8][C:7]1[C:3]([C:1]#[N:2])=[C:4]([NH:9][C:10]([O:11][CH3:12])=[O:13])[S:5][CH:6]=1)(=[O:18])=[O:17], predict the reactants needed to synthesize it. The reactants are: [C:1]([C:3]1[C:7](=[O:8])[CH2:6][S:5][C:4]=1[NH:9][C:10](=[O:13])[O:11][CH3:12])#[N:2].[F:14][C:15]([F:28])([F:27])[S:16](O[S:16]([C:15]([F:28])([F:27])[F:14])(=[O:18])=[O:17])(=[O:18])=[O:17]. (2) Given the product [C:1]([C:3]1[CH:26]=[CH:25][C:6]([CH2:7][N:8]2[C:16]3[C:11](=[CH:12][C:13](/[CH:17]=[C:18]4/[C:19](=[O:24])[N:20]([CH2:32][C:33]([OH:35])=[O:34])[C:21](=[O:23])[S:22]/4)=[CH:14][CH:15]=3)[CH:10]=[N:9]2)=[C:5]([C:27]([F:30])([F:29])[F:28])[CH:4]=1)#[N:2], predict the reactants needed to synthesize it. The reactants are: [C:1]([C:3]1[CH:26]=[CH:25][C:6]([CH2:7][N:8]2[C:16]3[C:11](=[CH:12][C:13](/[CH:17]=[C:18]4/[C:19](=[O:24])[NH:20][C:21](=[O:23])[S:22]/4)=[CH:14][CH:15]=3)[CH:10]=[N:9]2)=[C:5]([C:27]([F:30])([F:29])[F:28])[CH:4]=1)#[N:2].Br[CH2:32][C:33]([O:35]C(C)(C)C)=[O:34]. (3) Given the product [OH:32][C@H:31]([C:22]1[CH:23]=[CH:24][C:25]2[C:26](=[O:30])[O:27][CH2:28][C:29]=2[C:21]=1[CH3:20])[CH2:33][N:6]1[CH2:5][CH2:4][N:3]([CH:8]2[CH2:17][CH2:16][C:15]3[CH:14]=[C:13]([C:18]#[N:19])[CH:12]=[CH:11][C:10]=3[CH2:9]2)[C:2](=[O:1])[CH2:7]1, predict the reactants needed to synthesize it. The reactants are: [O:1]=[C:2]1[CH2:7][NH:6][CH2:5][CH2:4][N:3]1[CH:8]1[CH2:17][CH2:16][C:15]2[CH:14]=[C:13]([C:18]#[N:19])[CH:12]=[CH:11][C:10]=2[CH2:9]1.[CH3:20][C:21]1[C:29]2[CH2:28][O:27][C:26](=[O:30])[C:25]=2[CH:24]=[CH:23][C:22]=1[C@@H:31]1[CH2:33][O:32]1. (4) The reactants are: Cl.[NH2:2][C:3]1[CH:4]=[CH:5][C:6]([CH3:26])=[C:7]([CH:25]=1)[NH:8][C:9]1[CH:14]=[C:13]([C:15]([F:18])([F:17])[F:16])[N:12]=[C:11]([C:19]2[CH:20]=[N:21][CH:22]=[CH:23][CH:24]=2)[N:10]=1.[C:27](O)(=[O:34])[C:28]1[CH:33]=[CH:32][CH:31]=[CH:30][CH:29]=1.Cl.C(N=C=NCCCN(C)C)C. Given the product [CH3:26][C:6]1[CH:5]=[CH:4][C:3]([NH:2][C:27](=[O:34])[C:28]2[CH:33]=[CH:32][CH:31]=[CH:30][CH:29]=2)=[CH:25][C:7]=1[NH:8][C:9]1[CH:14]=[C:13]([C:15]([F:17])([F:18])[F:16])[N:12]=[C:11]([C:19]2[CH:20]=[N:21][CH:22]=[CH:23][CH:24]=2)[N:10]=1, predict the reactants needed to synthesize it. (5) Given the product [OH:35][CH:32]1[CH2:33][CH2:34][CH:29]([NH:28][C:2]2[CH:7]=[CH:6][C:5]([C:8]3[O:9][C:10]4[CH:16]=[CH:15][CH:14]=[CH:13][C:11]=4[N:12]=3)=[CH:4][C:3]=2[N+:17]([O-:19])=[O:18])[CH2:30][CH2:31]1, predict the reactants needed to synthesize it. The reactants are: F[C:2]1[CH:7]=[CH:6][C:5]([C:8]2[O:9][C:10]3[CH:16]=[CH:15][CH:14]=[CH:13][C:11]=3[N:12]=2)=[CH:4][C:3]=1[N+:17]([O-:19])=[O:18].C(N(CC)CC)C.Cl.[NH2:28][CH:29]1[CH2:34][CH2:33][CH:32]([OH:35])[CH2:31][CH2:30]1.[H][H].